Dataset: Forward reaction prediction with 1.9M reactions from USPTO patents (1976-2016). Task: Predict the product of the given reaction. Given the reactants [H-].[Na+].[Cl:3][C:4]1[C:5]2[CH:12]=[CH:11][NH:10][C:6]=2[N:7]=[CH:8][N:9]=1.[C:13]([O:19][CH2:20]Cl)(=[O:18])[C:14]([CH3:17])([CH3:16])[CH3:15].O, predict the reaction product. The product is: [C:13]([O:19][CH2:20][N:10]1[C:6]2[N:7]=[CH:8][N:9]=[C:4]([Cl:3])[C:5]=2[CH:12]=[CH:11]1)(=[O:18])[C:14]([CH3:17])([CH3:16])[CH3:15].